This data is from Catalyst prediction with 721,799 reactions and 888 catalyst types from USPTO. The task is: Predict which catalyst facilitates the given reaction. Reactant: [NH2:1][C:2]1[C:7]([CH3:8])=[CH:6][CH:5]=[CH:4][C:3]=1[OH:9].C(N(CC)CC)C.[Cl:17][CH2:18][C:19](Cl)=[O:20].O. Product: [Cl:17][CH2:18][C:19]([NH:1][C:2]1[C:7]([CH3:8])=[CH:6][CH:5]=[CH:4][C:3]=1[OH:9])=[O:20]. The catalyst class is: 7.